This data is from Forward reaction prediction with 1.9M reactions from USPTO patents (1976-2016). The task is: Predict the product of the given reaction. Given the reactants Br[C:2]1[C:10]2[C:5](=[N:6][CH:7]=[C:8]([CH2:11][CH2:12][C:13]3[CH:18]=[C:17]([O:19][CH3:20])[CH:16]=[C:15]([O:21][CH3:22])[CH:14]=3)[N:9]=2)[N:4]([CH2:23][O:24][CH2:25][CH2:26][Si:27]([CH3:30])([CH3:29])[CH3:28])[C:3]=1[C:31]1[CH:36]=[CH:35][C:34]([N:37]2[CH2:42][CH2:41][N:40]([CH3:43])[CH2:39][CH2:38]2)=[CH:33][CH:32]=1.C([Li])CCC.[C:49](=[O:51])=[O:50], predict the reaction product. The product is: [CH3:22][O:21][C:15]1[CH:14]=[C:13]([CH2:12][CH2:11][C:8]2[N:9]=[C:10]3[C:2]([C:49]([OH:51])=[O:50])=[C:3]([C:31]4[CH:36]=[CH:35][C:34]([N:37]5[CH2:42][CH2:41][N:40]([CH3:43])[CH2:39][CH2:38]5)=[CH:33][CH:32]=4)[N:4]([CH2:23][O:24][CH2:25][CH2:26][Si:27]([CH3:30])([CH3:29])[CH3:28])[C:5]3=[N:6][CH:7]=2)[CH:18]=[C:17]([O:19][CH3:20])[CH:16]=1.